From a dataset of Reaction yield outcomes from USPTO patents with 853,638 reactions. Predict the reaction yield, written as a fraction of the theoretical maximum amount of product (1.0 means a 100% yield; for example, 0.34 means a 34% yield). (1) The reactants are [CH3:1][C:2]1[C:3]([CH2:14][S:15]([C:17]2[NH:21][C:20]3[CH:22]=[CH:23][CH:24]=[CH:25][C:19]=3[N:18]=2)=[O:16])=[N:4][CH:5]=[CH:6][C:7]=1[O:8][CH2:9][C:10]([F:13])([F:12])[F:11].CCN(CC)CC.[C:33]1([CH3:63])[CH:38]=[CH:37][C:36]([S:39]([CH2:42][CH2:43][O:44][C:45](=[O:62])[CH2:46][O:47][C:48]2[CH:53]=[C:52]([CH3:54])[C:51]([S:55](Cl)(=[O:57])=[O:56])=[C:50]([CH:59]([CH3:61])[CH3:60])[CH:49]=2)(=[O:41])=[O:40])=[CH:35][CH:34]=1.C([O-])(O)=O.[Na+]. The catalyst is C(Cl)Cl. The product is [C:33]1([CH3:63])[CH:38]=[CH:37][C:36]([S:39]([CH2:42][CH2:43][O:44][C:45](=[O:62])[CH2:46][O:47][C:48]2[CH:53]=[C:52]([CH3:54])[C:51]([S:55]([N:21]3[C:20]4[CH:22]=[CH:23][CH:24]=[CH:25][C:19]=4[N:18]=[C:17]3[S:15]([CH2:14][C:3]3[C:2]([CH3:1])=[C:7]([O:8][CH2:9][C:10]([F:13])([F:11])[F:12])[CH:6]=[CH:5][N:4]=3)=[O:16])(=[O:56])=[O:57])=[C:50]([CH:59]([CH3:60])[CH3:61])[CH:49]=2)(=[O:40])=[O:41])=[CH:35][CH:34]=1. The yield is 0.790. (2) The reactants are [F:1][C:2]([F:20])([F:19])[C:3]1[CH:8]=[CH:7][C:6]([C:9]2[C:13]([C:14](OCC)=[O:15])=[CH:12][O:11][N:10]=2)=[CH:5][CH:4]=1.[H-].C([Al+]CC(C)C)C(C)C.Cl. The catalyst is O1CCCC1. The product is [F:20][C:2]([F:1])([F:19])[C:3]1[CH:4]=[CH:5][C:6]([C:9]2[C:13]([CH2:14][OH:15])=[CH:12][O:11][N:10]=2)=[CH:7][CH:8]=1. The yield is 0.950. (3) The reactants are [C:1]1([C:24]2[CH:29]=[CH:28][CH:27]=[CH:26][CH:25]=2)[CH:6]=[CH:5][C:4]([C:7]2[CH:8]=[C:9]([CH2:18]OS(C)(=O)=O)[C:10](=[O:17])[N:11]([CH2:13][CH:14]([CH3:16])[CH3:15])[N:12]=2)=[CH:3][CH:2]=1.[CH3:30][N:31]1[CH2:36][CH2:35][NH:34][CH2:33][CH2:32]1. No catalyst specified. The product is [C:1]1([C:24]2[CH:25]=[CH:26][CH:27]=[CH:28][CH:29]=2)[CH:6]=[CH:5][C:4]([C:7]2[CH:8]=[C:9]([CH2:18][N:34]3[CH2:35][CH2:36][N:31]([CH3:30])[CH2:32][CH2:33]3)[C:10](=[O:17])[N:11]([CH2:13][CH:14]([CH3:16])[CH3:15])[N:12]=2)=[CH:3][CH:2]=1. The yield is 0.682. (4) The reactants are C([N-]C(C)C)(C)C.[Li+].[CH3:9][C:10](=[O:15])[CH2:11][C:12](=[O:14])[CH3:13].[N+:16]([C:19]1[CH:26]=[CH:25][C:22]([CH2:23]Br)=[CH:21][CH:20]=1)([O-:18])=[O:17]. The catalyst is O1CCCC1. The product is [N+:16]([C:19]1[CH:26]=[CH:25][C:22]([CH2:23][CH2:9][C:10](=[O:15])[CH2:11][C:12](=[O:14])[CH3:13])=[CH:21][CH:20]=1)([O-:18])=[O:17]. The yield is 0.520.